Task: Predict the reaction yield, written as a fraction of the theoretical maximum amount of product (1.0 means a 100% yield; for example, 0.34 means a 34% yield).. Dataset: Reaction yield outcomes from USPTO patents with 853,638 reactions (1) The reactants are C[O:2][C:3](=[O:21])[C:4]1[CH:9]=[C:8]([N:10]([S:12]([CH3:15])(=[O:14])=[O:13])[CH3:11])[N:7]=[C:6]([NH:16][C@H:17]([CH2:19][CH3:20])[CH3:18])[CH:5]=1.[OH-].[K+:23].Cl. The catalyst is O. The product is [K+:23].[C@@H:17]([NH:16][C:6]1[CH:5]=[C:4]([CH:9]=[C:8]([N:10]([S:12]([CH3:15])(=[O:14])=[O:13])[CH3:11])[N:7]=1)[C:3]([O-:21])=[O:2])([CH2:19][CH3:20])[CH3:18]. The yield is 1.00. (2) The reactants are [NH2:1][C:2]1[N:3]=[CH:4][C:5]2[CH2:6][C:7](=[O:19])[NH:8][C:9]3[CH:16]=[C:15]([Cl:17])[C:14](I)=[CH:13][C:10]=3[C:11]=2[N:12]=1.[CH2:20]([N:23]([CH3:25])[CH3:24])[C:21]#[CH:22].O. The catalyst is C(N(CC)CC)C.CN(C=O)C.Cl[Pd](Cl)([P](C1C=CC=CC=1)(C1C=CC=CC=1)C1C=CC=CC=1)[P](C1C=CC=CC=1)(C1C=CC=CC=1)C1C=CC=CC=1.[Cu](I)I. The product is [NH2:1][C:2]1[N:3]=[CH:4][C:5]2[CH2:6][C:7](=[O:19])[NH:8][C:9]3[CH:16]=[C:15]([Cl:17])[C:14]([C:22]#[C:21][CH2:20][N:23]([CH3:25])[CH3:24])=[CH:13][C:10]=3[C:11]=2[N:12]=1. The yield is 0.980. (3) The reactants are [C:1]([C:5]1[CH:6]=[C:7]([CH:39]=[C:40]([C:42]([O:44][CH3:45])=[O:43])[CH:41]=1)[CH2:8][C:9]([CH2:16][CH2:17][CH2:18][S:19][C:20]([C:33]1[CH:38]=[CH:37][CH:36]=[CH:35][CH:34]=1)([C:27]1[CH:32]=[CH:31][CH:30]=[CH:29][CH:28]=1)[C:21]1[CH:26]=[CH:25][CH:24]=[CH:23][CH:22]=1)(C(O)=O)[C:10]([OH:12])=[O:11])([CH3:4])([CH3:3])[CH3:2]. The catalyst is CS(C)=O. The product is [C:1]([C:5]1[CH:6]=[C:7]([CH:39]=[C:40]([C:42]([O:44][CH3:45])=[O:43])[CH:41]=1)[CH2:8][CH:9]([CH2:16][CH2:17][CH2:18][S:19][C:20]([C:27]1[CH:28]=[CH:29][CH:30]=[CH:31][CH:32]=1)([C:33]1[CH:38]=[CH:37][CH:36]=[CH:35][CH:34]=1)[C:21]1[CH:26]=[CH:25][CH:24]=[CH:23][CH:22]=1)[C:10]([OH:12])=[O:11])([CH3:4])([CH3:2])[CH3:3]. The yield is 0.940. (4) The reactants are [CH3:1][NH:2][C:3]([C:5]1[S:6][C:7]([C:11]([CH3:14])([CH3:13])[CH3:12])=[CH:8][C:9]=1[NH2:10])=[O:4].[F:15][C:16]1[CH:21]=[CH:20][C:19]([N:22]=[C:23]=[O:24])=[CH:18][CH:17]=1. The catalyst is C1(C)C=CC=CC=1. The product is [CH3:1][NH:2][C:3]([C:5]1[S:6][C:7]([C:11]([CH3:14])([CH3:13])[CH3:12])=[CH:8][C:9]=1[NH:10][C:23]([NH:22][C:19]1[CH:20]=[CH:21][C:16]([F:15])=[CH:17][CH:18]=1)=[O:24])=[O:4]. The yield is 0.810.